Regression. Given a peptide amino acid sequence and an MHC pseudo amino acid sequence, predict their binding affinity value. This is MHC class I binding data. From a dataset of Peptide-MHC class I binding affinity with 185,985 pairs from IEDB/IMGT. (1) The peptide sequence is EQTTNQQAEL. The MHC is Mamu-A07 with pseudo-sequence Mamu-A07. The binding affinity (normalized) is 0.215. (2) The binding affinity (normalized) is 0.651. The MHC is HLA-B44:02 with pseudo-sequence HLA-B44:02. The peptide sequence is AEFKYIAAV. (3) The peptide sequence is SCYPRYPGVR. The MHC is HLA-A31:01 with pseudo-sequence HLA-A31:01. The binding affinity (normalized) is 0.513. (4) The peptide sequence is IDPYKEFGA. The MHC is Patr-B2401 with pseudo-sequence Patr-B2401. The binding affinity (normalized) is 0.